Dataset: Forward reaction prediction with 1.9M reactions from USPTO patents (1976-2016). Task: Predict the product of the given reaction. (1) Given the reactants [F:1][C:2]1[CH:7]=[CH:6][C:5]([C:8]2[CH:13]=[CH:12][C:11]([OH:14])=[CH:10][CH:9]=2)=[CH:4][CH:3]=1.[CH2:15]([O:17][C:18]([C:20]1([CH2:35]I)[CH2:24][CH2:23][N:22]([C:25](=[O:34])[C:26]2[CH:31]=[CH:30][CH:29]=[CH:28][C:27]=2[O:32][CH3:33])[CH2:21]1)=[O:19])[CH3:16], predict the reaction product. The product is: [CH2:15]([O:17][C:18]([C:20]1([CH2:35][O:14][C:11]2[CH:12]=[CH:13][C:8]([C:5]3[CH:4]=[CH:3][C:2]([F:1])=[CH:7][CH:6]=3)=[CH:9][CH:10]=2)[CH2:24][CH2:23][N:22]([C:25](=[O:34])[C:26]2[CH:31]=[CH:30][CH:29]=[CH:28][C:27]=2[O:32][CH3:33])[CH2:21]1)=[O:19])[CH3:16]. (2) Given the reactants [CH3:1][O:2][C:3]([C:5]1[CH2:9][C@@H:8]([CH3:10])[CH2:7][C:6]=1OS(C(F)(F)F)(=O)=O)=[O:4].[CH3:19][O:20][CH2:21][O:22][C:23]1[CH:28]=[CH:27][C:26]([O:29][CH2:30][O:31][CH3:32])=[CH:25][C:24]=1B(O)O.[Li+].[Cl-].C([O-])([O-])=O.[Na+].[Na+], predict the reaction product. The product is: [CH3:1][O:2][C:3]([C:5]1[CH2:9][CH:8]([CH3:10])[CH2:7][C:6]=1[C:25]1[CH:24]=[C:23]([O:22][CH2:21][O:20][CH3:19])[CH:28]=[CH:27][C:26]=1[O:29][CH2:30][O:31][CH3:32])=[O:4]. (3) Given the reactants O1[C:5]([C:6]2[CH:7]=[C:8]([NH:12][C:13]([N:15]3[C@@H:21]4[CH2:22][N:18]([CH2:19][C:20]4=[O:23])[C:17]4[CH:24]=[CH:25][C:26]([C:28]5[CH:33]=[CH:32][CH:31]=[C:30]([C:34]([F:37])([F:36])[F:35])[CH:29]=5)=[N:27][C:16]3=4)=[O:14])C=CC=2)=[CH:4][N:3]=C1.O[C@H]1[C@H]2CN(C3C=CC(C4C=CC=C(C(F)(F)F)C=4)=NC=3N2C(NC2C=CC=C(C3OC=NC=3)C=2)=O)C1, predict the reaction product. The product is: [O:23]=[C:20]1[C@H:21]2[CH2:22][N:18]([C:17]3[CH:24]=[CH:25][C:26]([C:28]4[CH:33]=[CH:32][CH:31]=[C:30]([C:34]([F:36])([F:37])[F:35])[CH:29]=4)=[N:27][C:16]=3[N:15]2[C:13]([NH:12][C:8]2[CH:7]=[CH:6][CH:5]=[CH:4][N:3]=2)=[O:14])[CH2:19]1. (4) Given the reactants [CH3:1]N(C(OC)OC)C.[Cl:9][C:10]1[CH:15]=[CH:14][CH:13]=[CH:12][C:11]=1[NH:16][C:17]([C:19]1[C:20]([CH3:27])=[N:21][C:22]([S:25][CH3:26])=[N:23][CH:24]=1)=[O:18], predict the reaction product. The product is: [Cl:9][C:10]1[CH:15]=[CH:14][CH:13]=[CH:12][C:11]=1[N:16]1[CH:1]=[CH:27][C:20]2[N:21]=[C:22]([S:25][CH3:26])[N:23]=[CH:24][C:19]=2[C:17]1=[O:18]. (5) Given the reactants CC1(C)CCCC(C)(C)N1.C([Li])CCC.[F:16][C:17]1[CH:22]=[CH:21][C:20]([CH2:23][C:24]([CH3:27])([CH3:26])[CH3:25])=[CH:19][N:18]=1.[Si:28]([O:35][C:36]1([CH2:40][CH:41]=[O:42])[CH2:39][CH2:38][CH2:37]1)([C:31]([CH3:34])([CH3:33])[CH3:32])([CH3:30])[CH3:29], predict the reaction product. The product is: [Si:28]([O:35][C:36]1([CH2:40][CH:41]([C:22]2[C:17]([F:16])=[N:18][CH:19]=[C:20]([CH2:23][C:24]([CH3:27])([CH3:26])[CH3:25])[CH:21]=2)[OH:42])[CH2:37][CH2:38][CH2:39]1)([C:31]([CH3:34])([CH3:33])[CH3:32])([CH3:30])[CH3:29]. (6) Given the reactants [CH3:1][O:2][C:3]1[CH:8]=[C:7]([C:9]([F:12])([F:11])[F:10])[C:6]([C:13]2[CH:18]=[CH:17][CH:16]=[C:15]([NH:19][C:20]([C:22]3[NH:23][C:24]4[C:29]([CH:30]=3)=[CH:28][CH:27]=[C:26]([NH:31][S:32]([CH3:35])(=[O:34])=[O:33])[CH:25]=4)=[O:21])[CH:14]=2)=[CH:5][C:4]=1[C:36]([O:38]C)=[O:37].[OH-].[Na+].Cl, predict the reaction product. The product is: [CH3:1][O:2][C:3]1[CH:8]=[C:7]([C:9]([F:12])([F:11])[F:10])[C:6]([C:13]2[CH:18]=[CH:17][CH:16]=[C:15]([NH:19][C:20]([C:22]3[NH:23][C:24]4[C:29]([CH:30]=3)=[CH:28][CH:27]=[C:26]([NH:31][S:32]([CH3:35])(=[O:33])=[O:34])[CH:25]=4)=[O:21])[CH:14]=2)=[CH:5][C:4]=1[C:36]([OH:38])=[O:37].